From a dataset of KCNQ2 potassium channel screen with 302,405 compounds. Binary Classification. Given a drug SMILES string, predict its activity (active/inactive) in a high-throughput screening assay against a specified biological target. (1) The compound is s1c(NC(=O)C2=NN(C(=O)CC2)c2ccccc2)nc2c1cccc2. The result is 0 (inactive). (2) The compound is O=C1N(C(=O)CC21CC[N+](CC2)(CCOC(=O)C(O)(c1ccccc1)c1ccccc1)C)C(C)C. The result is 0 (inactive). (3) The compound is S(c1n(c(nn1)CNc1ccc(F)cc1)CC)CC(=O)Nc1ccc(OC)cc1. The result is 0 (inactive). (4) The drug is S(=O)(=O)(N1CCN(CC1)C(=O)c1occc1)c1cc(c(F)cc1)C. The result is 0 (inactive). (5) The compound is O=C(NC(C)C(O)=O)C(c1ccccc1)c1ccccc1. The result is 0 (inactive). (6) The drug is Clc1c(cc(NC(=O)CN(S(=O)(=O)c2ccc(F)cc2)c2ccc(OC)cc2)cc1)C(OC)=O. The result is 0 (inactive). (7) The molecule is FC(F)(F)c1c(NC(=O)N2CCC(N3CCCCC3)(CC2)C(=O)N)cccc1. The result is 0 (inactive). (8) The compound is S(c1n(c(nn1)C(NC(=O)c1sccc1)C(C)C)C)CC(=O)Nc1sccn1. The result is 0 (inactive). (9) The compound is Clc1cc(c2n(O)c(=O)c3c(n2)cccc3)ccc1Cl. The result is 1 (active). (10) The compound is S=c1n(n2c(n1)cccc2)C(=O)c1ccc(F)cc1. The result is 0 (inactive).